This data is from NCI-60 drug combinations with 297,098 pairs across 59 cell lines. The task is: Regression. Given two drug SMILES strings and cell line genomic features, predict the synergy score measuring deviation from expected non-interaction effect. (1) Cell line: SF-295. Drug 2: C#CCC(CC1=CN=C2C(=N1)C(=NC(=N2)N)N)C3=CC=C(C=C3)C(=O)NC(CCC(=O)O)C(=O)O. Drug 1: CC1=C(C=C(C=C1)NC2=NC=CC(=N2)N(C)C3=CC4=NN(C(=C4C=C3)C)C)S(=O)(=O)N.Cl. Synergy scores: CSS=7.22, Synergy_ZIP=-2.32, Synergy_Bliss=0.288, Synergy_Loewe=2.13, Synergy_HSA=1.91. (2) Drug 1: C1=NC(=NC(=O)N1C2C(C(C(O2)CO)O)O)N. Drug 2: C1C(C(OC1N2C=NC(=NC2=O)N)CO)O. Cell line: MDA-MB-435. Synergy scores: CSS=18.9, Synergy_ZIP=-6.32, Synergy_Bliss=-4.90, Synergy_Loewe=-5.11, Synergy_HSA=-6.22. (3) Drug 1: CNC(=O)C1=CC=CC=C1SC2=CC3=C(C=C2)C(=NN3)C=CC4=CC=CC=N4. Drug 2: C1=CC(=CC=C1C#N)C(C2=CC=C(C=C2)C#N)N3C=NC=N3. Cell line: SF-295. Synergy scores: CSS=11.0, Synergy_ZIP=-2.74, Synergy_Bliss=0.126, Synergy_Loewe=1.84, Synergy_HSA=1.58. (4) Drug 1: C1C(C(OC1N2C=NC3=C(N=C(N=C32)Cl)N)CO)O. Drug 2: C(=O)(N)NO. Cell line: RXF 393. Synergy scores: CSS=2.53, Synergy_ZIP=-0.950, Synergy_Bliss=1.04, Synergy_Loewe=-2.89, Synergy_HSA=-0.466. (5) Drug 1: CCC(=C(C1=CC=CC=C1)C2=CC=C(C=C2)OCCN(C)C)C3=CC=CC=C3.C(C(=O)O)C(CC(=O)O)(C(=O)O)O. Drug 2: CCCCC(=O)OCC(=O)C1(CC(C2=C(C1)C(=C3C(=C2O)C(=O)C4=C(C3=O)C=CC=C4OC)O)OC5CC(C(C(O5)C)O)NC(=O)C(F)(F)F)O. Synergy scores: CSS=38.1, Synergy_ZIP=-3.04, Synergy_Bliss=-4.59, Synergy_Loewe=-13.3, Synergy_HSA=-4.68. Cell line: CAKI-1. (6) Drug 1: C1=CC(=CC=C1CCCC(=O)O)N(CCCl)CCCl. Drug 2: CC1C(C(CC(O1)OC2CC(OC(C2O)C)OC3=CC4=CC5=C(C(=O)C(C(C5)C(C(=O)C(C(C)O)O)OC)OC6CC(C(C(O6)C)O)OC7CC(C(C(O7)C)O)OC8CC(C(C(O8)C)O)(C)O)C(=C4C(=C3C)O)O)O)O. Cell line: RPMI-8226. Synergy scores: CSS=71.3, Synergy_ZIP=14.8, Synergy_Bliss=12.4, Synergy_Loewe=10.1, Synergy_HSA=10.2.